From a dataset of Full USPTO retrosynthesis dataset with 1.9M reactions from patents (1976-2016). Predict the reactants needed to synthesize the given product. (1) Given the product [Cl:25][C:6]1[CH:5]=[CH:4][C:3]([CH2:2][NH:1][C:58]([C@H:54]2[CH2:55][CH2:56][CH2:57][O:53]2)=[O:59])=[CH:8][C:7]=1[C:9]1[NH:13][C:12](=[O:14])[N:11]([C:15]2[CH:16]=[CH:17][C:18]([C:21]([F:24])([F:23])[F:22])=[CH:19][CH:20]=2)[N:10]=1, predict the reactants needed to synthesize it. The reactants are: [NH2:1][CH2:2][C:3]1[CH:4]=[CH:5][C:6]([Cl:25])=[C:7]([C:9]2[NH:13][C:12](=[O:14])[N:11]([C:15]3[CH:20]=[CH:19][C:18]([C:21]([F:24])([F:23])[F:22])=[CH:17][CH:16]=3)[N:10]=2)[CH:8]=1.CN(C=O)C.CN(C(ON1N=NC2C=CC=CC1=2)=[N+](C)C)C.[B-](F)(F)(F)F.[O:53]1[CH2:57][CH2:56][CH2:55][C@@H:54]1[C:58](O)=[O:59]. (2) Given the product [Cl:17][C:18]1[CH:32]=[CH:31][C:21]([O:22][C:23]2[CH:30]=[CH:29][C:26]([CH2:27][NH:28][C:4]3[C:5](=[O:16])[C:6](=[O:15])[C:7]=3[NH:8][C:9]3[CH:10]=[CH:11][N:12]=[CH:13][CH:14]=3)=[CH:25][CH:24]=2)=[CH:20][CH:19]=1, predict the reactants needed to synthesize it. The reactants are: C(O[C:4]1[C:5](=[O:16])[C:6](=[O:15])[C:7]=1[NH:8][C:9]1[CH:14]=[CH:13][N:12]=[CH:11][CH:10]=1)C.[Cl:17][C:18]1[CH:32]=[CH:31][C:21]([O:22][C:23]2[CH:30]=[CH:29][C:26]([CH2:27][NH2:28])=[CH:25][CH:24]=2)=[CH:20][CH:19]=1.